Dataset: Experimentally validated miRNA-target interactions with 360,000+ pairs, plus equal number of negative samples. Task: Binary Classification. Given a miRNA mature sequence and a target amino acid sequence, predict their likelihood of interaction. (1) The miRNA is cel-miR-90-3p with sequence UGAUAUGUUGUUUGAAUGCCCCU. The protein sequence of the target gene is MGISCSHLEETMSKPPDCLLRMLRGTPRQRVFTFFIISFKFMFLISILIYWHTVGAPKDQREYSLPVDFSCPQLAFPRVSAPGNIFFLETSDRTSPNFLFMCSVESAARAHPESQVVVLMKGLPRDTTAQPRNLGISLLSCFPNVWIRPLDLQELFEDTPLAAWYSEARHRWEPYQLPVLSDASRIALLWKFGGIYLDTDFIVLKNLLNLTNTLGIQSRYVLNGAFLAFERKHEFLALCLHDFVANYNGWIWGHQGPQLLTRVFKKWCSIQSLEKSHACRGVTALPPEAFYPIPWQNWKK.... Result: 0 (no interaction). (2) The miRNA is mmu-miR-881-3p with sequence AACUGUGUCUUUUCUGAAUAGA. The protein sequence of the target gene is MAAAFEASGALAAVATAMPAEHVAVQVPAPEPTPGPVRILRTAQDLSSPRTRTGDVLLAEPADFESLLLSRPVLEGLRAAGFERPSPVQLKAIPLGRCGLDLIVQAKSGTGKTCVFSTIALDSLVLENLSTQILILAPTREIAVQIHSVITAIGIKMEGLECHVFIGGTPLSQDKTRLKKCHIAVGSPGRIKQLIELDYLNPGSIRLFILDEADKLLEEGSFQEQINWIYSSLPASKQMLAVSATYPEFLANALTKYMRDPTFVRLNSSDPSLIGLKQYYKVVNSYPLAHKVFEEKTQHL.... Result: 0 (no interaction). (3) The miRNA is mmu-miR-6954-5p with sequence UGGGGCAGUUCUGGGGGCAGAU. The protein sequence of the target gene is MKCLVTGGNVKVLGKAVHSLSRIGDELYLEPLEDGLSLRTVNSSRSAYACFLFAPLFFQQYQAATPGQDLLRCKILMKSFLSVFRSLAMLEKTVEKCCISLNGRSSRLVVQLHCKFGVRKTHNLSFQDCESLQAVFDPASCPHMLRAPARVLGEAVLPFSPALAEVTLGIGRGRRVILRSYHEEEADSTAKAMVTEMCLGEEDFQQLQAQEGVAITFCLKEFRGLLSFAESANLNLSIHFDAPGRPAIFTIKDSLLDGHFVLATLSDTDSHSQDLGSPERHQPVPQLQAHSTPHPDDFAN.... Result: 0 (no interaction).